Dataset: Retrosynthesis with 50K atom-mapped reactions and 10 reaction types from USPTO. Task: Predict the reactants needed to synthesize the given product. (1) Given the product COc1ccc(C2=NN(C3CCN(C(=O)[C@H](Cc4c[nH]c5ccccc45)NC(=O)c4c[nH]c5c(-c6c(OCC7CC7)ccc7c6OCO7)ncnc45)CC3)C(=O)[C@@H]3CCCC[C@H]23)cc1OC, predict the reactants needed to synthesize it. The reactants are: COc1ccc(C2=NN(C3CCN(C(=O)[C@@H](N)Cc4c[nH]c5ccccc45)CC3)C(=O)[C@@H]3CCCC[C@H]23)cc1OC.O=C(O)c1c[nH]c2c(-c3c(OCC4CC4)ccc4c3OCO4)ncnc12. (2) The reactants are: O=[N+]([O-])c1ccc(O)cc1.OCCN1CCCC1. Given the product O=[N+]([O-])c1ccc(OCCN2CCCC2)cc1, predict the reactants needed to synthesize it. (3) Given the product OCc1ccc(C2CCC3(CC2)OCCO3)cc1, predict the reactants needed to synthesize it. The reactants are: CCOC(=O)c1ccc(C2CCC3(CC2)OCCO3)cc1. (4) Given the product Cc1c(CN(C)C(=O)/C=C/c2cnc3c(c2)CN2CCC[C@H]2C(=O)N3)sc2ccccc12, predict the reactants needed to synthesize it. The reactants are: CNCc1sc2ccccc2c1C.O=C(O)/C=C/c1cnc2c(c1)CN1CCC[C@H]1C(=O)N2. (5) Given the product Cc1sc(N)nc1/C(=N/OC(c1ccccc1)(c1ccccc1)c1ccccc1)C(=O)N[C@H]1C(=O)N2C(C(=O)OC(c3ccccc3)c3ccccc3)=C(Sc3ccncc3CSCCNC(=O)OC(C)(C)C)CCC12, predict the reactants needed to synthesize it. The reactants are: CC(C)(C)OC(=O)NCCSCc1cnccc1Cl.Cc1sc(N)nc1/C(=N/OC(c1ccccc1)(c1ccccc1)c1ccccc1)C(=O)N[C@H]1C(=O)N2C(C(=O)OC(c3ccccc3)c3ccccc3)=C(S)CCC12. (6) Given the product Fc1ccc(C#Cc2cncc(Br)c2)cc1, predict the reactants needed to synthesize it. The reactants are: C#Cc1cncc(Br)c1.Fc1ccc(I)cc1. (7) Given the product Cc1cccc(NC(=O)c2ccc(C#N)o2)c1N1CCCCC1, predict the reactants needed to synthesize it. The reactants are: Cc1cccc(N)c1N1CCCCC1.N#Cc1ccc(C(=O)Cl)o1. (8) The reactants are: CC(C)(C)c1ccc(C2=N[C@@H](c3ccc(Cl)cc3)[C@@H](c3ccc(Cl)cc3)N2C(=O)Cl)c(OCC(F)(F)F)c1.CS(=O)(=O)CCN1CCNCC1. Given the product CC(C)(C)c1ccc(C2=N[C@@H](c3ccc(Cl)cc3)[C@@H](c3ccc(Cl)cc3)N2C(=O)N2CCN(CCS(C)(=O)=O)CC2)c(OCC(F)(F)F)c1, predict the reactants needed to synthesize it. (9) The reactants are: CCOC(=O)C1(N)Cc2ccccc2C1.O=C(O)c1ncccc1F. Given the product CCOC(=O)C1(NC(=O)c2ncccc2F)Cc2ccccc2C1, predict the reactants needed to synthesize it. (10) Given the product Cc1sc(CO)c(C)c1C, predict the reactants needed to synthesize it. The reactants are: Cc1sc(C=O)c(C)c1C.